Dataset: Catalyst prediction with 721,799 reactions and 888 catalyst types from USPTO. Task: Predict which catalyst facilitates the given reaction. Reactant: [Cl:1][C:2]1[CH:3]=[C:4]([CH:6]=[CH:7][CH:8]=1)[NH2:5].Cl[C:10]([O:12][CH2:13][CH3:14])=[O:11].Cl. Product: [Cl:1][C:2]1[CH:3]=[C:4]([NH:5][C:10](=[O:11])[O:12][CH2:13][CH3:14])[CH:6]=[CH:7][CH:8]=1. The catalyst class is: 17.